From a dataset of Full USPTO retrosynthesis dataset with 1.9M reactions from patents (1976-2016). Predict the reactants needed to synthesize the given product. (1) Given the product [Cl:1][C:2]1[N:3]=[CH:4][CH:5]=[C:6]2[CH:12]=[CH:11][NH:8][C:7]=12, predict the reactants needed to synthesize it. The reactants are: [Cl:1][C:2]1[C:7]([N+:8]([O-])=O)=[CH:6][CH:5]=[CH:4][N:3]=1.[CH:11]([Mg]Br)=[CH2:12]. (2) Given the product [F:24][C:25]1[CH:30]=[CH:29][C:28]([CH2:31][C:32]([C:5]2[C:6]([C:7]([O:9][CH3:10])=[O:8])=[C:2]([CH3:1])[NH:3][C:4]=2[CH3:11])=[O:33])=[CH:27][C:26]=1[C:35]([N:37]1[CH2:38][CH2:39][CH:40]([O:43][CH3:44])[CH2:41][CH2:42]1)=[O:36], predict the reactants needed to synthesize it. The reactants are: [CH3:1][C:2]1[NH:3][C:4]([CH3:11])=[CH:5][C:6]=1[C:7]([O:9][CH3:10])=[O:8].[Cl-].[Cl-].[Cl-].[Al+3].ClC(N(C)C)=C(C)C.[F:24][C:25]1[CH:30]=[CH:29][C:28]([CH2:31][C:32](O)=[O:33])=[CH:27][C:26]=1[C:35]([N:37]1[CH2:42][CH2:41][CH:40]([O:43][CH3:44])[CH2:39][CH2:38]1)=[O:36].Cl. (3) Given the product [CH3:8][O:9][C:10](=[O:29])[C:11]1[CH:16]=[CH:15][C:14]([C:1]([CH3:6])=[CH2:2])=[C:13]([C:25]([F:28])([F:27])[F:26])[CH:12]=1, predict the reactants needed to synthesize it. The reactants are: [C:1]1(C)[CH:6]=CC=C[CH:2]=1.[CH3:8][O:9][C:10](=[O:29])[C:11]1[CH:16]=[CH:15][C:14](OS(C(F)(F)F)(=O)=O)=[C:13]([C:25]([F:28])([F:27])[F:26])[CH:12]=1.C(B(O)O)(C)=C.C(=O)([O-])[O-].[Cs+].[Cs+]. (4) Given the product [NH2:11][CH2:10][C@H:8]([C:4]1[CH:5]=[CH:6][CH:7]=[C:2]([Br:1])[CH:3]=1)[OH:9], predict the reactants needed to synthesize it. The reactants are: [Br:1][C:2]1[CH:3]=[C:4]([C@H:8]2[CH2:10][O:9]2)[CH:5]=[CH:6][CH:7]=1.[NH4+:11].[OH-].